Dataset: Peptide-MHC class I binding affinity with 185,985 pairs from IEDB/IMGT. Task: Regression. Given a peptide amino acid sequence and an MHC pseudo amino acid sequence, predict their binding affinity value. This is MHC class I binding data. (1) The peptide sequence is HVKINDKCP. The MHC is H-2-Kb with pseudo-sequence H-2-Kb. The binding affinity (normalized) is 0. (2) The binding affinity (normalized) is 0.529. The peptide sequence is SPPITWPLL. The MHC is HLA-B54:01 with pseudo-sequence HLA-B54:01. (3) The peptide sequence is SLKRFTHTT. The MHC is HLA-A02:03 with pseudo-sequence HLA-A02:03. The binding affinity (normalized) is 0.796. (4) The peptide sequence is SAYYLDIGF. The MHC is HLA-B18:01 with pseudo-sequence HLA-B18:01. The binding affinity (normalized) is 0.0847. (5) The peptide sequence is VFYENRAYG. The MHC is H-2-Kb with pseudo-sequence H-2-Kb. The binding affinity (normalized) is 0.0215. (6) The peptide sequence is GPSHKARVL. The MHC is HLA-B42:01 with pseudo-sequence HLA-B42:01. The binding affinity (normalized) is 0.569. (7) The peptide sequence is SNMLDNNTLW. The MHC is Mamu-B17 with pseudo-sequence Mamu-B17. The binding affinity (normalized) is 0.181. (8) The binding affinity (normalized) is 0.213. The peptide sequence is WLRAHPVAI. The MHC is HLA-A02:01 with pseudo-sequence HLA-A02:01. (9) The peptide sequence is CTLTFARI. The MHC is H-2-Kb with pseudo-sequence H-2-Kb. The binding affinity (normalized) is 0.820.